Dataset: Cav3 T-type calcium channel HTS with 100,875 compounds. Task: Binary Classification. Given a drug SMILES string, predict its activity (active/inactive) in a high-throughput screening assay against a specified biological target. The compound is O(CCCNC(=O)C(=O)NC(C)C)C(C)C. The result is 0 (inactive).